Dataset: Catalyst prediction with 721,799 reactions and 888 catalyst types from USPTO. Task: Predict which catalyst facilitates the given reaction. (1) Reactant: [NH2:1][C:2]1[CH:7]=[CH:6][CH:5]=[CH:4][C:3]=1/[CH:8]=[CH:9]/[C:10]([O:12][CH3:13])=[O:11].Br[C:15]1[NH:19][C:18]2[CH:20]=[CH:21][CH:22]=[CH:23][C:17]=2[N:16]=1. Product: [NH:16]1[C:17]2[CH:23]=[CH:22][CH:21]=[CH:20][C:18]=2[N:19]=[C:15]1[NH:1][C:2]1[CH:7]=[CH:6][CH:5]=[CH:4][C:3]=1/[CH:8]=[CH:9]/[C:10]([O:12][CH3:13])=[O:11]. The catalyst class is: 502. (2) Reactant: FC(F)(F)S(O[C:7]1[C:16]2[C:11](=[C:12]([C:17]([F:20])([F:19])[F:18])[CH:13]=[CH:14][CH:15]=2)[N:10]=[CH:9][C:8]=1[C:21](=[O:28])[C:22]1[CH:27]=[CH:26][CH:25]=[CH:24][CH:23]=1)(=O)=O.[OH:31][CH2:32][C:33]1[CH:34]=[C:35](B(O)O)[CH:36]=[CH:37][CH:38]=1.[O-]P([O-])([O-])=O.[K+].[K+].[K+].O. Product: [OH:31][CH2:32][C:33]1[CH:38]=[C:37]([C:7]2[C:16]3[C:11](=[C:12]([C:17]([F:18])([F:20])[F:19])[CH:13]=[CH:14][CH:15]=3)[N:10]=[CH:9][C:8]=2[C:21]([C:22]2[CH:23]=[CH:24][CH:25]=[CH:26][CH:27]=2)=[O:28])[CH:36]=[CH:35][CH:34]=1. The catalyst class is: 77. (3) The catalyst class is: 7. Reactant: C([O:3][C:4]([C:6]1[CH:11]=[CH:10][C:9]([C:12]2[CH:17]=[CH:16][CH:15]=[CH:14][C:13]=2[O:18][CH3:19])=[CH:8][CH:7]=1)=[O:5])C.[OH-].[Na+]. Product: [CH3:19][O:18][C:13]1[CH:14]=[CH:15][CH:16]=[CH:17][C:12]=1[C:9]1[CH:10]=[CH:11][C:6]([C:4]([OH:5])=[O:3])=[CH:7][CH:8]=1. (4) Reactant: C[O:2][C:3](=[O:44])[C:4]1[CH:9]=[CH:8][C:7]([NH:10][C:11]([C@H:13]2[C@H:17]([C:18]3[CH:23]=[CH:22][CH:21]=[C:20]([Cl:24])[C:19]=3[F:25])[C@:16]([C:28]3[CH:33]=[CH:32][C:31]([Cl:34])=[CH:30][C:29]=3[F:35])([C:26]#[N:27])[C@H:15]([CH2:36][C:37]3([CH3:43])[CH2:42][CH2:41][CH2:40][CH2:39][CH2:38]3)[NH:14]2)=[O:12])=[CH:6][CH:5]=1.[OH-].[Na+].CO.Cl. Product: [Cl:24][C:20]1[C:19]([F:25])=[C:18]([C@@H:17]2[C@:16]([C:28]3[CH:33]=[CH:32][C:31]([Cl:34])=[CH:30][C:29]=3[F:35])([C:26]#[N:27])[C@H:15]([CH2:36][C:37]3([CH3:43])[CH2:38][CH2:39][CH2:40][CH2:41][CH2:42]3)[NH:14][C@H:13]2[C:11]([NH:10][C:7]2[CH:8]=[CH:9][C:4]([C:3]([OH:44])=[O:2])=[CH:5][CH:6]=2)=[O:12])[CH:23]=[CH:22][CH:21]=1. The catalyst class is: 7. (5) Reactant: [CH3:1][O:2][C:3]1[CH:4]=[C:5]2[C:10](=[CH:11][CH:12]=1)[C:9]([O:13][C:14]1[CH:19]=[CH:18][C:17]([O:20][CH2:21][CH2:22][N:23]3[CH2:28][CH2:27][CH2:26][CH2:25][CH2:24]3)=[CH:16][CH:15]=1)=[C:8](OS(C(F)(F)F)(=O)=O)[CH:7]=[CH:6]2.[CH3:37][O:38][C:39](=[O:63])[C:40]1[CH:45]=[C:44](B2OC(C)(C)C(C)(C)O2)[CH:43]=[CH:42][C:41]=1[O:55][CH2:56][C:57]1[CH:62]=[CH:61][CH:60]=[CH:59][CH:58]=1.[F-].[Cs+].C1(P(C2CCCCC2)C2CCCCC2)CCCCC1. Product: [CH3:37][O:38][C:39](=[O:63])[C:40]1[CH:45]=[C:44]([C:8]2[CH:7]=[CH:6][C:5]3[C:10](=[CH:11][CH:12]=[C:3]([O:2][CH3:1])[CH:4]=3)[C:9]=2[O:13][C:14]2[CH:19]=[CH:18][C:17]([O:20][CH2:21][CH2:22][N:23]3[CH2:24][CH2:25][CH2:26][CH2:27][CH2:28]3)=[CH:16][CH:15]=2)[CH:43]=[CH:42][C:41]=1[O:55][CH2:56][C:57]1[CH:58]=[CH:59][CH:60]=[CH:61][CH:62]=1. The catalyst class is: 524. (6) Reactant: [CH3:1][O:2][C:3]([C:5]1[CH:6]=[C:7]2[C:12](=[CH:13][CH:14]=1)[NH:11][CH:10]([C:15]1[CH:20]=[C:19]([F:21])[CH:18]=[C:17](Br)[CH:16]=1)[CH2:9][C:8]2([CH3:24])[CH3:23])=[O:4].[NH:25]1[CH2:30][CH2:29][O:28][CH2:27][CH2:26]1.Cl.CN(C)CC(O)=O.C(=O)([O-])[O-].[K+].[K+]. Product: [CH3:1][O:2][C:3]([C:5]1[CH:6]=[C:7]2[C:12](=[CH:13][CH:14]=1)[NH:11][CH:10]([C:15]1[CH:16]=[C:17]([N:25]3[CH2:30][CH2:29][O:28][CH2:27][CH2:26]3)[CH:18]=[C:19]([F:21])[CH:20]=1)[CH2:9][C:8]2([CH3:24])[CH3:23])=[O:4]. The catalyst class is: 156. (7) Reactant: Br[C:2]1[C:7]([CH3:8])=[CH:6][CH:5]=[CH:4][C:3]=1[C:9]1[N:13]2[CH:14]=[CH:15][CH:16]=[CH:17][C:12]2=[N:11][N:10]=1.[O:18]1[CH2:23][CH2:22][N:21]([C:24]2[C:25]([NH2:43])=[N:26][C:27]3[C:32]([CH:33]=2)=[CH:31][C:30](B2OC(C)(C)C(C)(C)O2)=[CH:29][CH:28]=3)[CH2:20][CH2:19]1.P([O-])([O-])([O-])=O.[K+].[K+].[K+]. Product: [N:11]1[N:10]=[C:9]([C:3]2[CH:4]=[CH:5][CH:6]=[C:7]([CH3:8])[C:2]=2[C:30]2[CH:31]=[C:32]3[C:27](=[CH:28][CH:29]=2)[N:26]=[C:25]([NH2:43])[C:24]([N:21]2[CH2:20][CH2:19][O:18][CH2:23][CH2:22]2)=[CH:33]3)[N:13]2[CH:14]=[CH:15][CH:16]=[CH:17][C:12]=12. The catalyst class is: 110. (8) The catalyst class is: 92. Product: [Cl:20][C:18]1[C:17]([C:21]2[N:22]=[CH:23][N:24]([C:26]([C:27]3[CH:28]=[CH:29][CH:30]=[CH:31][CH:32]=3)([C:39]3[CH:44]=[CH:43][CH:42]=[CH:41][CH:40]=3)[C:33]3[CH:34]=[CH:35][CH:36]=[CH:37][CH:38]=3)[CH:25]=2)=[CH:16][CH:15]=[C:14]([O:13][CH:10]2[CH2:11][CH2:12]2)[N:19]=1. Reactant: C1(S([C:10]2([O:13][C:14]3[N:19]=[C:18]([Cl:20])[C:17]([C:21]4[N:22]=[CH:23][N:24]([C:26]([C:39]5[CH:44]=[CH:43][CH:42]=[CH:41][CH:40]=5)([C:33]5[CH:38]=[CH:37][CH:36]=[CH:35][CH:34]=5)[C:27]5[CH:32]=[CH:31][CH:30]=[CH:29][CH:28]=5)[CH:25]=4)=[CH:16][CH:15]=3)[CH2:12][CH2:11]2)(=O)=O)C=CC=CC=1. (9) Reactant: [Cl:1][C:2]1[CH:11]=[C:10]([C:12](=[O:14])[CH3:13])[C:9]([N:15]2[CH2:20][CH2:19][NH:18][CH2:17][CH2:16]2)=[C:8]2[C:3]=1[CH:4]=[CH:5][CH:6]=[N:7]2.Cl.[C:22](Cl)(=[O:29])[C:23]1[CH:28]=[CH:27][N:26]=[CH:25][CH:24]=1.C(N(CC)CC)C. The catalyst class is: 2. Product: [Cl:1][C:2]1[CH:11]=[C:10]([C:12](=[O:14])[CH3:13])[C:9]([N:15]2[CH2:16][CH2:17][N:18]([C:22](=[O:29])[C:23]3[CH:28]=[CH:27][N:26]=[CH:25][CH:24]=3)[CH2:19][CH2:20]2)=[C:8]2[C:3]=1[CH:4]=[CH:5][CH:6]=[N:7]2. (10) Reactant: [CH3:1][Si:2]([CH3:13])([CH3:12])[C:3]1[CH:4]=[C:5]2[CH2:11][CH2:10][NH:9][C:6]2=[N:7][CH:8]=1. Product: [CH3:1][Si:2]([CH3:13])([CH3:12])[C:3]1[CH:4]=[C:5]2[CH:11]=[CH:10][NH:9][C:6]2=[N:7][CH:8]=1. The catalyst class is: 177.